Dataset: Forward reaction prediction with 1.9M reactions from USPTO patents (1976-2016). Task: Predict the product of the given reaction. (1) Given the reactants C(OC([N:8]([C:16]1[C:21]([C:22]2[O:23][C:24]([C:27]3[CH:32]=[CH:31][CH:30]=[CH:29][CH:28]=3)=[N:25][N:26]=2)=[N:20][C:19]([C:33]2[CH2:42][CH2:41][C:36]3(OCC[O:37]3)[CH2:35][CH:34]=2)=[CH:18][N:17]=1)C(=O)OC(C)(C)C)=O)(C)(C)C.CC(O)=O.O.[OH-].[Na+], predict the reaction product. The product is: [NH2:8][C:16]1[N:17]=[CH:18][C:19]([C:33]2[CH2:42][CH2:41][C:36](=[O:37])[CH2:35][CH:34]=2)=[N:20][C:21]=1[C:22]1[O:23][C:24]([C:27]2[CH:32]=[CH:31][CH:30]=[CH:29][CH:28]=2)=[N:25][N:26]=1. (2) Given the reactants [N+:1]([C:4]1[CH:9]=[CH:8][C:7]([OH:10])=[CH:6][CH:5]=1)([O-:3])=[O:2].C(=O)([O-])[O-].[K+].[K+].Br[CH2:18][CH2:19][CH:20]=[CH2:21], predict the reaction product. The product is: [CH2:21]([O:10][C:7]1[CH:8]=[CH:9][C:4]([N+:1]([O-:3])=[O:2])=[CH:5][CH:6]=1)[CH2:20][CH:19]=[CH2:18].